From a dataset of Reaction yield outcomes from USPTO patents with 853,638 reactions. Predict the reaction yield, written as a fraction of the theoretical maximum amount of product (1.0 means a 100% yield; for example, 0.34 means a 34% yield). (1) The reactants are [CH2:1]([O:8][CH2:9][CH2:10][C@H:11]([NH:29]C(=O)OC(C)(C)C)[C:12]1[N:17]([C:18]2[CH:23]=[CH:22][CH:21]=[CH:20][CH:19]=2)[C:16](=[O:24])[C:15]2=[C:25]([CH3:28])[CH:26]=[CH:27][N:14]2[N:13]=1)[C:2]1[CH:7]=[CH:6][CH:5]=[CH:4][CH:3]=1.Cl.O1CCOCC1. No catalyst specified. The product is [NH2:29][C@H:11]([C:12]1[N:17]([C:18]2[CH:23]=[CH:22][CH:21]=[CH:20][CH:19]=2)[C:16](=[O:24])[C:15]2=[C:25]([CH3:28])[CH:26]=[CH:27][N:14]2[N:13]=1)[CH2:10][CH2:9][O:8][CH2:1][C:2]1[CH:3]=[CH:4][CH:5]=[CH:6][CH:7]=1. The yield is 0.910. (2) The yield is 0.640. The catalyst is CO.[Fe]. The product is [OH:21][N:19]1[C:12]2[C:11](=[CH:16][CH:15]=[CH:14][CH:13]=2)[CH:7]=[CH:6]1. The reactants are C(O[C:6](=O)[C:7]([C:11]1[CH:16]=[C:15](Cl)[C:14](Cl)=[CH:13][C:12]=1[N+:19]([O-:21])=O)=C(O)C)(C)(C)C.O.C(O)C. (3) The reactants are [Cl:1][C:2]1[N:7]=[CH:6][N:5]=[C:4]([NH2:8])[CH:3]=1.[C:9](O[C:9]([O:11][C:12]([CH3:15])([CH3:14])[CH3:13])=[O:10])([O:11][C:12]([CH3:15])([CH3:14])[CH3:13])=[O:10]. The catalyst is C(#N)C.CN(C1C=CN=CC=1)C. The product is [C:12]([O:11][C:9]([N:8]([C:9]([O:11][C:12]([CH3:15])([CH3:14])[CH3:13])=[O:10])[C:4]1[N:5]=[CH:6][N:7]=[C:2]([Cl:1])[CH:3]=1)=[O:10])([CH3:15])([CH3:14])[CH3:13]. The yield is 0.600. (4) The reactants are [CH2:1]([O:3][C:4]([C:6]1[NH:7][C:8]2[C:13]([C:14]=1Br)=[CH:12][CH:11]=[CH:10][CH:9]=2)=[O:5])[CH3:2].[C:16]1(B(O)O)[CH:21]=[CH:20][CH:19]=[CH:18][CH:17]=1.C(=O)([O-])[O-].[Na+].[Na+]. The catalyst is C(O)C.C1(C)C=CC=CC=1.Cl.C1C=CC([P]([Pd]([P](C2C=CC=CC=2)(C2C=CC=CC=2)C2C=CC=CC=2)([P](C2C=CC=CC=2)(C2C=CC=CC=2)C2C=CC=CC=2)[P](C2C=CC=CC=2)(C2C=CC=CC=2)C2C=CC=CC=2)(C2C=CC=CC=2)C2C=CC=CC=2)=CC=1. The product is [CH2:1]([O:3][C:4]([C:6]1[NH:7][C:8]2[C:13]([C:14]=1[C:16]1[CH:21]=[CH:20][CH:19]=[CH:18][CH:17]=1)=[CH:12][CH:11]=[CH:10][CH:9]=2)=[O:5])[CH3:2]. The yield is 0.680. (5) The reactants are Br[CH2:2][C:3]1[CH:4]=[CH:5][N:6]2[C:11]=1[C:10](Cl)=[N:9][CH:8]=[N:7]2.N#N.[C:15]1([SH:21])[CH:20]=[CH:19][CH:18]=[CH:17][CH:16]=1.C(N(C(C)C)CC)(C)C.[F:31][C:32]1[CH:33]=[C:34]([CH:46]=[CH:47][CH:48]=1)[CH2:35][N:36]1[C:44]2[C:39](=[CH:40][C:41]([NH2:45])=[CH:42][CH:43]=2)[CH:38]=[N:37]1. The catalyst is C(Cl)Cl.C(O)CCC.ClCCCl. The product is [F:31][C:32]1[CH:33]=[C:34]([CH:46]=[CH:47][CH:48]=1)[CH2:35][N:36]1[C:44]2[C:39](=[CH:40][C:41]([NH:45][C:10]3[C:11]4=[C:3]([CH2:2][S:21][C:15]5[CH:20]=[CH:19][CH:18]=[CH:17][CH:16]=5)[CH:4]=[CH:5][N:6]4[N:7]=[CH:8][N:9]=3)=[CH:42][CH:43]=2)[CH:38]=[N:37]1. The yield is 0.580. (6) The reactants are [C:1]([NH:4][C:5]1[CH:6]=[C:7]([CH:11]=[CH:12][N:13]=1)[C:8]([OH:10])=O)(=[O:3])[CH3:2].S(Cl)(Cl)=O.N1C=CC=CC=1.[C:24]([C:28]1[N:29]=[C:30]([NH2:33])[S:31][CH:32]=1)([CH3:27])([CH3:26])[CH3:25]. The catalyst is O.ClCCl. The product is [C:24]([C:28]1[N:29]=[C:30]([NH:33][C:8](=[O:10])[C:7]2[CH:11]=[CH:12][N:13]=[C:5]([NH:4][C:1](=[O:3])[CH3:2])[CH:6]=2)[S:31][CH:32]=1)([CH3:27])([CH3:26])[CH3:25]. The yield is 0.610.